From a dataset of Forward reaction prediction with 1.9M reactions from USPTO patents (1976-2016). Predict the product of the given reaction. (1) Given the reactants [CH:1]1([NH:6][C:7]2[C:12]([CH3:13])=[C:11]([CH3:14])[N:10]=[C:9]([NH:15][CH2:16][C:17]3[CH:22]=[CH:21][CH:20]=[CH:19][N:18]=3)[N:8]=2)[CH2:5][CH2:4][CH2:3][CH2:2]1.[O:23]1CCC(N)CC1, predict the reaction product. The product is: [CH3:13][C:12]1[C:7]([NH:6][CH:1]2[CH2:5][CH2:4][O:23][CH2:3][CH2:2]2)=[N:8][C:9]([NH:15][CH2:16][C:17]2[CH:22]=[CH:21][CH:20]=[CH:19][N:18]=2)=[N:10][C:11]=1[CH3:14]. (2) The product is: [I:24][C:2]1[CH:23]=[CH:22][C:5]2[C:6]([NH:15][CH:16]([CH3:21])[C:17]([CH3:20])([CH3:19])[CH3:18])=[N:7][C:8]3[CH:9]=[CH:10][NH:11][C:12](=[O:14])[C:13]=3[C:4]=2[CH:3]=1. Given the reactants Br[C:2]1[CH:23]=[CH:22][C:5]2[C:6]([NH:15][CH:16]([CH3:21])[C:17]([CH3:20])([CH3:19])[CH3:18])=[N:7][C:8]3[CH:9]=[CH:10][NH:11][C:12](=[O:14])[C:13]=3[C:4]=2[CH:3]=1.[I-:24].[Na+].CN[C@H]1[C@H](NC)CCCC1, predict the reaction product. (3) Given the reactants [CH3:1][C:2]1([CH3:31])[C:10]2[C:5](=[CH:6][C:7]([NH:11][C:12](=[O:30])[C:13]3[CH:18]=[CH:17][CH:16]=[N:15][C:14]=3[NH:19][CH2:20][C:21]3[CH:26]=[CH:25][N:24]=[C:23]4[NH:27][CH:28]=[CH:29][C:22]=34)=[CH:8][CH:9]=2)[NH:4][CH2:3]1.C(OC([N:39]1[CH2:42][CH2:41][C@H:40]1[C:43](O)=[O:44])=O)(C)(C)C, predict the reaction product. The product is: [NH:39]1[CH2:42][CH2:41][C@H:40]1[C:43]([N:4]1[C:5]2[C:10](=[CH:9][CH:8]=[C:7]([NH:11][C:12](=[O:30])[C:13]3[CH:18]=[CH:17][CH:16]=[N:15][C:14]=3[NH:19][CH2:20][C:21]3[CH:26]=[CH:25][N:24]=[C:23]4[NH:27][CH:28]=[CH:29][C:22]=34)[CH:6]=2)[C:2]([CH3:31])([CH3:1])[CH2:3]1)=[O:44]. (4) Given the reactants Br[C:2]1[CH:3]=[C:4]([N:12]2[C:16]([CH3:17])=[CH:15][CH:14]=[C:13]2[CH3:18])[CH:5]=[C:6]([C:8]([F:11])([F:10])[F:9])[CH:7]=1.C([Li])CCC.[CH3:24][C:25]([CH3:27])=[O:26].[NH4+].[Cl-], predict the reaction product. The product is: [CH3:18][C:13]1[N:12]([C:4]2[CH:3]=[C:2]([C:25]([OH:26])([CH3:27])[CH3:24])[CH:7]=[C:6]([C:8]([F:11])([F:10])[F:9])[CH:5]=2)[C:16]([CH3:17])=[CH:15][CH:14]=1. (5) Given the reactants [Cl:1][C:2]1[CH:3]=[C:4]([CH:7]=[C:8]([Cl:10])[CH:9]=1)[CH:5]=O.[NH2:11][C:12]1[CH:13]=[C:14]([CH:24]=[CH:25][C:26]=1[O:27][CH3:28])[C:15]([NH:17][C:18]1[CH:23]=[CH:22][CH:21]=[CH:20][CH:19]=1)=[O:16].C(O)(=O)C.C(O[BH-](OC(=O)C)OC(=O)C)(=O)C.[Na+], predict the reaction product. The product is: [Cl:1][C:2]1[CH:3]=[C:4]([CH:7]=[C:8]([Cl:10])[CH:9]=1)[CH2:5][NH:11][C:12]1[CH:13]=[C:14]([CH:24]=[CH:25][C:26]=1[O:27][CH3:28])[C:15]([NH:17][C:18]1[CH:23]=[CH:22][CH:21]=[CH:20][CH:19]=1)=[O:16].